This data is from Full USPTO retrosynthesis dataset with 1.9M reactions from patents (1976-2016). The task is: Predict the reactants needed to synthesize the given product. (1) Given the product [Br:1][C:2]1[C:3]([N:12]2[CH2:17][CH2:16][N:15]([CH2:18][C:19]3[CH:24]=[CH:23][CH:22]=[CH:21][N:20]=3)[CH2:14][CH2:13]2)=[C:4]2[N:9]=[C:31]([C:30]3[CH:33]=[CH:34][C:27]([N:26]([CH3:35])[CH3:25])=[CH:28][CH:29]=3)[NH:8][C:5]2=[N:6][CH:7]=1, predict the reactants needed to synthesize it. The reactants are: [Br:1][C:2]1[C:3]([N:12]2[CH2:17][CH2:16][N:15]([CH2:18][C:19]3[CH:24]=[CH:23][CH:22]=[CH:21][N:20]=3)[CH2:14][CH2:13]2)=[C:4]([N+:9]([O-])=O)[C:5]([NH2:8])=[N:6][CH:7]=1.[CH3:25][N:26]([CH3:35])[C:27]1[CH:34]=[CH:33][C:30]([CH:31]=O)=[CH:29][CH:28]=1.[O-]S(S([O-])=O)=O.[Na+].[Na+]. (2) Given the product [CH3:15][O:16][C:17]1[CH:22]=[CH:21][CH:20]=[CH:19][C:18]=1[C:2]1[N:7]=[C:6]([C:8]2[CH:13]=[CH:12][CH:11]=[C:10]([C:30]3[CH:31]=[CH:26][CH:27]=[CH:28][C:29]=3[O:46][CH3:45])[N:9]=2)[CH:5]=[CH:4][CH:3]=1, predict the reactants needed to synthesize it. The reactants are: Br[C:2]1[N:7]=[C:6]([C:8]2[CH:13]=[CH:12][CH:11]=[C:10](Br)[N:9]=2)[CH:5]=[CH:4][CH:3]=1.[CH3:15][O:16][C:17]1[CH:22]=[CH:21][CH:20]=[CH:19][C:18]=1B(O)O.[CH:26]1[CH:31]=[CH:30][C:29](P([C:26]2[CH:31]=[CH:30][CH:29]=[CH:28][CH:27]=2)[C:26]2[CH:31]=[CH:30][CH:29]=[CH:28][CH:27]=2)=[CH:28][CH:27]=1.[C:45](=O)([O-])[O-:46].[K+].[K+]. (3) Given the product [Cl:27][C:24]1[CH:25]=[CH:26][C:21]([CH:18]2[CH2:17][CH2:16][N:15]([C:13](=[O:14])[C@H:12]([NH:11][C:8]([NH:7][C:1]3[CH:6]=[CH:5][CH:4]=[CH:3][CH:2]=3)=[O:9])[CH:28]([CH3:30])[CH3:29])[CH2:20][CH2:19]2)=[CH:22][CH:23]=1, predict the reactants needed to synthesize it. The reactants are: [C:1]1([N:7]=[C:8]=[O:9])[CH:6]=[CH:5][CH:4]=[CH:3][CH:2]=1.Cl.[NH2:11][C@H:12]([CH:28]([CH3:30])[CH3:29])[C:13]([N:15]1[CH2:20][CH2:19][CH:18]([C:21]2[CH:26]=[CH:25][C:24]([Cl:27])=[CH:23][CH:22]=2)[CH2:17][CH2:16]1)=[O:14].O1CCOCC1. (4) The reactants are: [NH2:1][C:2]1[CH:7]=[C:6]([CH2:8][N:9]2[C:14]3[CH:15]=[CH:16][CH:17]=[CH:18][C:13]=3[C:12](=[O:19])[O:11][C:10]2=[O:20])[CH:5]=[CH:4][N:3]=1.[C:21]([O:26][CH2:27][CH2:28][N:29]=[C:30]=[O:31])(=[O:25])[C:22]([CH3:24])=[CH2:23]. Given the product [O:20]=[C:10]1[N:9]([CH2:8][C:6]2[CH:5]=[CH:4][N:3]=[C:2]([NH:1][C:30](=[O:31])[NH:29][CH2:28][CH2:27][O:26][C:21](=[O:25])[C:22]([CH3:24])=[CH2:23])[CH:7]=2)[C:14]2[CH:15]=[CH:16][CH:17]=[CH:18][C:13]=2[C:12](=[O:19])[O:11]1, predict the reactants needed to synthesize it.